From a dataset of Catalyst prediction with 721,799 reactions and 888 catalyst types from USPTO. Predict which catalyst facilitates the given reaction. (1) Reactant: [CH:1]1[C:6]([Cl:7])=[CH:5][C:4]([OH:8])=[C:3]([O:9][C:10]2[CH:11]=[CH:12][C:13]([Cl:17])=[CH:14][C:15]=2[Cl:16])[CH:2]=1.[CH2:18](Br)[CH:19]=[CH2:20].C([O-])([O-])=O.[K+].[K+]. Product: [CH2:20]([O:8][C:4]1[CH:5]=[C:6]([Cl:7])[CH:1]=[CH:2][C:3]=1[O:9][C:10]1[CH:11]=[CH:12][C:13]([Cl:17])=[CH:14][C:15]=1[Cl:16])[CH:19]=[CH2:18]. The catalyst class is: 3. (2) Reactant: [CH:1]1([CH:4]2[S:9][CH2:8][CH2:7][NH:6][CH2:5]2)[CH2:3][CH2:2]1.C([O-])([O-])=O.[K+].[K+].Br[CH2:17][C:18]1[CH:27]=[C:26]2[C:21]([C:22]([C:30]3[CH:31]=[N:32][N:33]([CH3:35])[CH:34]=3)=[CH:23][C:24]([C:28]#[N:29])=[N:25]2)=[CH:20][CH:19]=1. Product: [CH:1]1([CH:4]2[CH2:5][N:6]([CH2:17][C:18]3[CH:27]=[C:26]4[C:21]([C:22]([C:30]5[CH:31]=[N:32][N:33]([CH3:35])[CH:34]=5)=[CH:23][C:24]([C:28]#[N:29])=[N:25]4)=[CH:20][CH:19]=3)[CH2:7][CH2:8][S:9]2)[CH2:3][CH2:2]1. The catalyst class is: 210. (3) Reactant: [Cl:1][C:2]1[N:7]=[C:6](Cl)[CH:5]=[C:4]([CH3:9])[N:3]=1.[CH:10]1([C:13]2[CH:17]=[C:16]([NH2:18])[NH:15][N:14]=2)[CH2:12][CH2:11]1.[Na+].[I-].CCN(C(C)C)C(C)C. Product: [Cl:1][C:2]1[N:7]=[C:6]([NH:18][C:16]2[NH:15][N:14]=[C:13]([CH:10]3[CH2:12][CH2:11]3)[CH:17]=2)[CH:5]=[C:4]([CH3:9])[N:3]=1. The catalyst class is: 3. (4) Reactant: [Cl:1][C:2]1[C:3]([N:8]2[C:12]([C:13]([O:15][CH3:16])=[O:14])=[CH:11][C:10]([CH:17]=[O:18])=[N:9]2)=[N:4][CH:5]=[CH:6][CH:7]=1.O.O.P([O-])(O)(O)=[O:22].[Na+].Cl([O-])=O.[Na+].CC(=CC)C. Product: [Cl:1][C:2]1[C:3]([N:8]2[C:12]([C:13]([O:15][CH3:16])=[O:14])=[CH:11][C:10]([C:17]([OH:22])=[O:18])=[N:9]2)=[N:4][CH:5]=[CH:6][CH:7]=1. The catalyst class is: 371. (5) Product: [C:1]([C:3]1[C:4]([C:17]2[CH:18]=[CH:19][C:20]([CH3:23])=[CH:21][CH:22]=2)=[C:5]([C:14]([NH2:30])=[O:16])[S:6][C:7]=1[N:8]1[CH2:13][CH2:12][O:11][CH2:10][CH2:9]1)#[N:2]. Reactant: [C:1]([C:3]1[C:4]([C:17]2[CH:22]=[CH:21][C:20]([CH3:23])=[CH:19][CH:18]=2)=[C:5]([C:14]([OH:16])=O)[S:6][C:7]=1[N:8]1[CH2:13][CH2:12][O:11][CH2:10][CH2:9]1)#[N:2].C1C=CC2N(O)N=[N:30]C=2C=1.CCN=C=NCCCN(C)C.N. The catalyst class is: 2.